This data is from Full USPTO retrosynthesis dataset with 1.9M reactions from patents (1976-2016). The task is: Predict the reactants needed to synthesize the given product. (1) Given the product [CH3:1][O:2][C:3]([C:5]1[CH:15]=[C:14]([O:16][C:29]2[CH:39]=[CH:38][C:32]([C:33](=[O:34])[N:35]([CH3:36])[CH3:37])=[CH:31][N:30]=2)[C:8]2[CH2:9][C:10]([CH3:12])([CH3:13])[O:11][C:7]=2[CH:6]=1)=[O:4], predict the reactants needed to synthesize it. The reactants are: [CH3:1][O:2][C:3]([C:5]1[CH:15]=[C:14]([O:16]C2C=NC(C(=O)N(C)C)=CC=2)[C:8]2[CH2:9][C:10]([CH3:13])([CH3:12])[O:11][C:7]=2[CH:6]=1)=[O:4].Br[C:29]1[CH:39]=[CH:38][C:32]([C:33]([N:35]([CH3:37])[CH3:36])=[O:34])=[CH:31][N:30]=1.COC(C1C=C(O)C2CC(C)(C)OC=2C=1)=O. (2) Given the product [CH3:18][O:19][C:20](=[O:32])[C@H:21]([NH:29][C:30]([O:17][CH2:16][C:13]1[CH:12]=[CH:11][C:10]([O:9][CH2:1][CH2:2][C:3]2[CH:4]=[CH:5][CH:6]=[CH:7][CH:8]=2)=[CH:15][CH:14]=1)=[O:31])[CH2:22][C:23]1[CH:24]=[CH:25][CH:26]=[CH:27][CH:28]=1, predict the reactants needed to synthesize it. The reactants are: [CH2:1]([O:9][C:10]1[CH:15]=[CH:14][C:13]([CH2:16][OH:17])=[CH:12][CH:11]=1)[CH2:2][C:3]1[CH:8]=[CH:7][CH:6]=[CH:5][CH:4]=1.[CH3:18][O:19][C:20](=[O:32])[C@H:21]([N:29]=[C:30]=[O:31])[CH2:22][C:23]1[CH:28]=[CH:27][CH:26]=[CH:25][CH:24]=1. (3) Given the product [CH3:25][O:24][C:21]1[CH:22]=[CH:23][C:18]([CH2:17][N:3]2[C:4]3[S:13][C:12]([CH:14]=[O:15])=[CH:11][C:5]=3[C:6]3=[CH:10][CH:9]=[N:8][N:7]3[C:2]2=[O:1])=[CH:19][CH:20]=1, predict the reactants needed to synthesize it. The reactants are: [O:1]=[C:2]1[N:7]2[N:8]=[CH:9][CH:10]=[C:6]2[C:5]2[CH:11]=[C:12]([CH:14]=[O:15])[S:13][C:4]=2[NH:3]1.Cl[CH2:17][C:18]1[CH:23]=[CH:22][C:21]([O:24][CH3:25])=[CH:20][CH:19]=1.C(=O)([O-])[O-].[K+].[K+].[Cl-].[NH4+]. (4) Given the product [CH:30]1([C:1]([C:4]2[N:8]([CH3:9])[N:7]=[CH:6][C:5]=2[NH:10][C:11](=[O:29])[C:12]2[CH:17]=[CH:16][N:15]=[C:14]([NH:18][C:19]3[CH:24]=[CH:23][C:22]([C:25]([F:28])([F:26])[F:27])=[CH:21][N:20]=3)[CH:13]=2)([OH:3])[CH3:2])[CH2:32][CH2:31]1, predict the reactants needed to synthesize it. The reactants are: [C:1]([C:4]1[N:8]([CH3:9])[N:7]=[CH:6][C:5]=1[NH:10][C:11](=[O:29])[C:12]1[CH:17]=[CH:16][N:15]=[C:14]([NH:18][C:19]2[CH:24]=[CH:23][C:22]([C:25]([F:28])([F:27])[F:26])=[CH:21][N:20]=2)[CH:13]=1)(=[O:3])[CH3:2].[CH:30]1([Mg]Br)[CH2:32][CH2:31]1. (5) Given the product [F:39][C:40]1[CH:45]=[CH:44][CH:43]=[CH:42][C:41]=1[C:2]1[C:10]2[C:9]([NH:11][C@H:12]([C:14]3[N:19]([C:20]4[CH:25]=[CH:24][CH:23]=[CH:22][CH:21]=4)[C:18](=[O:26])[C:17]4=[C:27]([CH3:30])[CH:28]=[CH:29][N:16]4[N:15]=3)[CH3:13])=[N:8][CH:7]=[N:6][C:5]=2[N:4]([CH2:31][O:32][CH2:33][CH2:34][Si:35]([CH3:38])([CH3:37])[CH3:36])[CH:3]=1, predict the reactants needed to synthesize it. The reactants are: Br[C:2]1[C:10]2[C:9]([NH:11][C@H:12]([C:14]3[N:19]([C:20]4[CH:25]=[CH:24][CH:23]=[CH:22][CH:21]=4)[C:18](=[O:26])[C:17]4=[C:27]([CH3:30])[CH:28]=[CH:29][N:16]4[N:15]=3)[CH3:13])=[N:8][CH:7]=[N:6][C:5]=2[N:4]([CH2:31][O:32][CH2:33][CH2:34][Si:35]([CH3:38])([CH3:37])[CH3:36])[CH:3]=1.[F:39][C:40]1[CH:45]=[CH:44][CH:43]=[CH:42][C:41]=1B(O)O.C(=O)([O-])[O-].[Na+].[Na+].